This data is from Forward reaction prediction with 1.9M reactions from USPTO patents (1976-2016). The task is: Predict the product of the given reaction. (1) Given the reactants [CH2:1]([Li])CCC.C(NC(C)C)(C)C.[CH2:13]([O:17][C:18]1[CH:41]=[CH:40][C:21]([C:22]([NH:24][C:25]2[CH:30]=[CH:29][C:28]([N:31]3[CH2:35][CH2:34][CH:33]([N:36]([CH3:38])[CH3:37])[CH2:32]3)=[C:27]([F:39])[CH:26]=2)=[O:23])=[C:20]([CH3:42])[CH:19]=1)[CH2:14][CH2:15][CH3:16].Cl, predict the reaction product. The product is: [CH2:13]([O:17][C:18]1[CH:19]=[C:20]2[C:21](=[CH:40][CH:41]=1)[C:22](=[O:23])[N:24]([C:25]1[CH:30]=[CH:29][C:28]([N:31]3[CH2:35][CH2:34][CH:33]([N:36]([CH3:38])[CH3:37])[CH2:32]3)=[C:27]([F:39])[CH:26]=1)[CH:1]=[CH:42]2)[CH2:14][CH2:15][CH3:16]. (2) Given the reactants Cl[C:2]1[CH:7]=[CH:6][C:5]([C:8]([F:11])([F:10])[F:9])=[CH:4][C:3]=1[Cl:12].[OH:13][C:14]1[CH:19]=[CH:18][C:17]([CH2:20][C:21]#[N:22])=[CH:16][CH:15]=1.C(=O)([O-])[O-].[K+].[K+], predict the reaction product. The product is: [Cl:12][C:3]1[CH:4]=[C:5]([C:8]([F:11])([F:10])[F:9])[CH:6]=[CH:7][C:2]=1[O:13][C:14]1[CH:19]=[CH:18][C:17]([CH2:20][C:21]#[N:22])=[CH:16][CH:15]=1. (3) Given the reactants Cl[CH2:2][CH2:3][CH2:4][CH:5]1[CH2:10][CH2:9][CH2:8][CH2:7][CH2:6]1.[NH2:11][CH2:12][CH:13]=[O:14].[I-].[Na+].[C:17](=[O:20])([O-])[O-].[K+].[K+].[CH3:23]N(C)C=O, predict the reaction product. The product is: [CH:5]1([CH2:4][CH2:3][CH2:2][NH:11][CH2:12][CH:13]([O:20][CH3:17])[O:14][CH3:23])[CH2:10][CH2:9][CH2:8][CH2:7][CH2:6]1. (4) Given the reactants [NH2:1][C@H:2]([C:5]([OH:7])=[O:6])[CH2:3]O.N[C@H:9]([C:17]([OH:19])=[O:18])[CH2:10][CH2:11][CH2:12][NH:13]C(=N)N.N[C@H:21]([C:26]([OH:28])=[O:27])[C@H](CC)C.[NH2:29][C@H:30]([C:35]([OH:37])=[O:36])[CH2:31][CH:32]([CH3:34])[CH3:33], predict the reaction product. The product is: [NH2:1][C@H:2]([C:5]([OH:7])=[O:6])[CH3:3].[NH2:1][C@H:2]([C:5]([O-:7])=[O:6])[CH2:3][C:17]([O-:19])=[O:18].[NH2:1][C@H:2]([C:5]([O-:7])=[O:6])[CH2:3][CH2:21][C:26]([O-:28])=[O:27].[NH2:29][C@H:30]([C:35]([OH:37])=[O:36])[CH2:31][C:32]1[C:34]2[C:12](=[CH:11][CH:10]=[CH:9][CH:17]=2)[NH:13][CH:33]=1. (5) Given the reactants [N+:1]1([O-:7])[CH:6]=[CH:5][CH:4]=[CH:3][CH:2]=1.N1C2[C:12](=[CH:9][CH:10]=[CH:11][CH:12]=2)[CH:11]=[CH:10][CH:9]=1.OO.[OH-].[Na+], predict the reaction product. The product is: [N+:1]1([O-:7])[C:6]2[C:5](=[CH:9][CH:10]=[CH:11][CH:12]=2)[CH:4]=[CH:3][CH:2]=1. (6) Given the reactants F[C:2]1[CH:7]=[CH:6][C:5]([C:8]2[CH:13]=[CH:12][CH:11]=[C:10]([O:14][CH3:15])[CH:9]=2)=[CH:4][C:3]=1[C:16]#[N:17].[N:18]1[CH:23]=[CH:22][CH:21]=[C:20]([NH2:24])[CH:19]=1.CC([O-])(C)C.[K+], predict the reaction product. The product is: [CH3:15][O:14][C:10]1[CH:9]=[C:8]([C:5]2[CH:6]=[CH:7][C:2]([NH:24][C:20]3[CH:19]=[N:18][CH:23]=[CH:22][CH:21]=3)=[C:3]([C:16]#[N:17])[CH:4]=2)[CH:13]=[CH:12][CH:11]=1.